From a dataset of Catalyst prediction with 721,799 reactions and 888 catalyst types from USPTO. Predict which catalyst facilitates the given reaction. (1) Reactant: [CH2:1]([C:3]1[CH:8]=[CH:7][C:6]([C:9]([CH3:14])([CH3:13])[C:10]([OH:12])=[O:11])=[CH:5][CH:4]=1)[CH3:2].[I:15]N1C(=O)CCC1=O.S(=O)(=O)(O)O.S([O-])(O)=O.[Na+]. Product: [CH2:1]([C:3]1[CH:8]=[CH:7][C:6]([C:9]([CH3:13])([CH3:14])[C:10]([OH:12])=[O:11])=[CH:5][C:4]=1[I:15])[CH3:2]. The catalyst class is: 86. (2) Reactant: [ClH:1].Cl.[CH2:3]([S:10][C:11]1[CH:30]=[CH:29][C:28]([N+:31]([O-])=O)=[CH:27][C:12]=1[CH:13]=[CH:14][C:15]1=[N:16][CH2:17][CH2:18][N:19]([CH3:26])[C:20]2[CH:25]=[CH:24][CH:23]=[CH:22][C:21]1=2)[C:4]1[CH:9]=[CH:8][CH:7]=[CH:6][CH:5]=1.[Sn](Cl)[Cl:35].Cl. Product: [ClH:35].[ClH:1].[CH2:3]([S:10][C:11]1[CH:30]=[CH:29][C:28]([NH2:31])=[CH:27][C:12]=1/[CH:13]=[CH:14]/[C:15]1[C:21]2[CH:22]=[CH:23][CH:24]=[CH:25][C:20]=2[N:19]([CH3:26])[CH2:18][CH2:17][N:16]=1)[C:4]1[CH:5]=[CH:6][CH:7]=[CH:8][CH:9]=1. The catalyst class is: 214. (3) Reactant: [CH3:1][C:2]1[CH:3]=[C:4]([CH:7]=[C:8]([CH3:11])[C:9]=1[OH:10])[CH:5]=[O:6].[H-].[Na+].Br[CH2:15][CH2:16][O:17][CH3:18]. Product: [CH3:18][O:17][CH2:16][CH2:15][O:10][C:9]1[C:8]([CH3:11])=[CH:7][C:4]([CH:5]=[O:6])=[CH:3][C:2]=1[CH3:1]. The catalyst class is: 3. (4) The catalyst class is: 6. Reactant: Cl[C:2]1[N:7]=[CH:6][C:5]([S:8]([N:11]2[CH2:16][CH2:15][N:14]([C:17]3[CH:22]=[CH:21][C:20]([C:23]([OH:32])([C:28]([F:31])([F:30])[F:29])[C:24]([F:27])([F:26])[F:25])=[CH:19][CH:18]=3)[CH:13]([C:33]#[C:34][CH3:35])[CH2:12]2)(=[O:10])=[O:9])=[CH:4][C:3]=1[F:36].[OH-].[NH4+:38].CCO. Product: [NH2:38][C:2]1[N:7]=[CH:6][C:5]([S:8]([N:11]2[CH2:16][CH2:15][N:14]([C:17]3[CH:22]=[CH:21][C:20]([C:23]([OH:32])([C:28]([F:31])([F:30])[F:29])[C:24]([F:27])([F:26])[F:25])=[CH:19][CH:18]=3)[CH:13]([C:33]#[C:34][CH3:35])[CH2:12]2)(=[O:10])=[O:9])=[CH:4][C:3]=1[F:36]. (5) Reactant: [F:1][C:2]([F:37])([F:36])[C:3]1[CH:4]=[C:5]([C@H:13]([O:15][C@@H:16]2[C@@H:21]([C:22]3[CH:27]=[CH:26][C:25]([F:28])=[C:24]([F:29])[CH:23]=3)[C@H:20]([CH2:30]OS(C)(=O)=O)[CH2:19][CH2:18][O:17]2)[CH3:14])[CH:6]=[C:7]([C:9]([F:12])([F:11])[F:10])[CH:8]=1.Cl.[CH2:39]1[C:43]2([CH2:48][CH2:47][NH:46][CH2:45][CH2:44]2)[CH:42]([OH:49])[CH2:41][O:40]1.C(=O)([O-])[O-].[K+].[K+].C(#N)C. Product: [F:1][C:2]([F:36])([F:37])[C:3]1[CH:4]=[C:5]([C@H:13]([O:15][C@@H:16]2[C@@H:21]([C:22]3[CH:27]=[CH:26][C:25]([F:28])=[C:24]([F:29])[CH:23]=3)[C@H:20]([CH2:30][N:46]3[CH2:45][CH2:44][C:43]4([CH2:39][O:40][CH2:41][CH:42]4[OH:49])[CH2:48][CH2:47]3)[CH2:19][CH2:18][O:17]2)[CH3:14])[CH:6]=[C:7]([C:9]([F:11])([F:12])[F:10])[CH:8]=1. The catalyst class is: 6. (6) Reactant: [CH2:1]([O:3][CH:4]([O:17][CH2:18][CH3:19])[CH2:5][N:6]1[C:14](=[O:15])[C:13]2[C:8](=[CH:9][CH:10]=[CH:11][CH:12]=2)[C:7]1=[O:16])[CH3:2].N1C(C)=CC=CC=1C.[Si](OS(C(F)(F)F)(=O)=O)(C)(C)C.[CH2:40](O)[CH2:41][CH2:42][CH2:43][CH2:44][CH2:45][CH2:46][CH2:47]/[CH:48]=[CH:49]\[CH2:50]/[CH:51]=[CH:52]\[CH2:53][CH2:54][CH2:55]CC. Product: [CH2:18]([O:17][CH:4]([O:3][CH2:1][CH2:2][CH2:40][CH2:41][CH2:42][CH2:43][CH2:44][CH2:45]/[CH:46]=[CH:47]\[CH2:48]/[CH:49]=[CH:50]\[CH2:51][CH2:52][CH2:53][CH2:54][CH3:55])[CH2:5][N:6]1[C:14](=[O:15])[C:13]2[C:8](=[CH:9][CH:10]=[CH:11][CH:12]=2)[C:7]1=[O:16])[CH3:19]. The catalyst class is: 4. (7) Reactant: [F:1][CH:2]([F:11])[O:3][C:4]1[C:5]([NH2:10])=[N:6][CH:7]=[CH:8][CH:9]=1.[Br:12]N1C(=O)CCC1=O. Product: [Br:12][C:8]1[CH:9]=[C:4]([O:3][CH:2]([F:1])[F:11])[C:5]([NH2:10])=[N:6][CH:7]=1. The catalyst class is: 10. (8) Reactant: [F:1][CH:2]([F:46])[C:3]1[N:7]([C:8]2[N:13]=[C:12]([N:14]3[CH2:19][CH2:18][O:17][CH2:16][CH2:15]3)[N:11]=[C:10]([N:20]([CH:30]3[CH2:35][CH2:34][CH2:33][N:32]([S:36]([CH3:39])(=[O:38])=[O:37])[CH2:31]3)[CH2:21][CH2:22][CH2:23][N:24]3[CH2:29][CH2:28][O:27][CH2:26][CH2:25]3)[N:9]=2)[C:6]2[CH:40]=[CH:41][CH:42]=[C:43]([O:44][CH3:45])[C:5]=2[N:4]=1.[ClH:47]. Product: [ClH:47].[F:46][CH:2]([F:1])[C:3]1[N:7]([C:8]2[N:13]=[C:12]([N:14]3[CH2:19][CH2:18][O:17][CH2:16][CH2:15]3)[N:11]=[C:10]([N:20]([CH:30]3[CH2:35][CH2:34][CH2:33][N:32]([S:36]([CH3:39])(=[O:38])=[O:37])[CH2:31]3)[CH2:21][CH2:22][CH2:23][N:24]3[CH2:25][CH2:26][O:27][CH2:28][CH2:29]3)[N:9]=2)[C:6]2[CH:40]=[CH:41][CH:42]=[C:43]([O:44][CH3:45])[C:5]=2[N:4]=1. The catalyst class is: 5. (9) Reactant: [C:1]([CH2:4][C:5]1[CH:26]=[CH:25][C:8]([O:9][C:10]2[C:11]([N+:22]([O-:24])=[O:23])=[C:12]3[C:16](=[CH:17][CH:18]=2)[NH:15][C:14]([C:19]([OH:21])=[O:20])=[CH:13]3)=[C:7]([O:27][CH3:28])[CH:6]=1)([OH:3])=[O:2].[CH3:29][Si](Cl)(C)C. Product: [CH3:28][O:27][C:7]1[CH:6]=[C:5]([CH2:4][C:1]([O:3][CH3:29])=[O:2])[CH:26]=[CH:25][C:8]=1[O:9][C:10]1[C:11]([N+:22]([O-:24])=[O:23])=[C:12]2[C:16](=[CH:17][CH:18]=1)[NH:15][C:14]([C:19]([OH:21])=[O:20])=[CH:13]2. The catalyst class is: 5.